Dataset: Forward reaction prediction with 1.9M reactions from USPTO patents (1976-2016). Task: Predict the product of the given reaction. (1) Given the reactants [NH2:1][C:2]1[C:11]2[C:6](=[CH:7][CH:8]=[CH:9][CH:10]=2)[C:5]([O:12][C:13]2[CH:18]=[CH:17][N:16]=[C:15]([NH:19][C:20]3[CH:21]=[C:22]([CH:34]=[C:35]([C:37]#[C:38][Si:39]([CH:46]([CH3:48])[CH3:47])([CH:43]([CH3:45])[CH3:44])[CH:40]([CH3:42])[CH3:41])[CH:36]=3)[C:23]([NH:25][CH2:26][CH2:27][N:28]3[CH2:33][CH2:32][O:31][CH2:30][CH2:29]3)=[O:24])[CH:14]=2)=[CH:4][CH:3]=1.C1([O:55][C:56](=O)[NH:57][C:58]2[CH:63]=[C:62]([C:64]([CH3:67])([CH3:66])[CH3:65])[CH:61]=[C:60]([C:68](=[O:70])[NH2:69])[C:59]=2[O:71][CH3:72])C=CC=CC=1, predict the reaction product. The product is: [C:64]([C:62]1[CH:61]=[C:60]([C:68](=[O:70])[NH2:69])[C:59]([O:71][CH3:72])=[C:58]([NH:57][C:56](=[O:55])[NH:1][C:2]2[C:11]3[C:6](=[CH:7][CH:8]=[CH:9][CH:10]=3)[C:5]([O:12][C:13]3[CH:18]=[CH:17][N:16]=[C:15]([NH:19][C:20]4[CH:21]=[C:22]([CH:34]=[C:35]([C:37]#[C:38][Si:39]([CH:46]([CH3:48])[CH3:47])([CH:43]([CH3:45])[CH3:44])[CH:40]([CH3:42])[CH3:41])[CH:36]=4)[C:23]([NH:25][CH2:26][CH2:27][N:28]4[CH2:29][CH2:30][O:31][CH2:32][CH2:33]4)=[O:24])[CH:14]=3)=[CH:4][CH:3]=2)[CH:63]=1)([CH3:67])([CH3:65])[CH3:66]. (2) Given the reactants C([O:3][C:4]([CH:6]1[CH2:11][CH2:10][N:9]([CH2:12][CH2:13][C:14]2[C:22]3[C:17](=[CH:18][CH:19]=[C:20]([O:23][C:24]4[S:25][C:26]5[CH:32]=[CH:31][CH:30]=[CH:29][C:27]=5[N:28]=4)[CH:21]=3)[NH:16][CH:15]=2)[CH2:8][CH2:7]1)=[O:5])C.[OH-].[K+].Cl.C(Cl)Cl, predict the reaction product. The product is: [S:25]1[C:26]2[CH:32]=[CH:31][CH:30]=[CH:29][C:27]=2[N:28]=[C:24]1[O:23][C:20]1[CH:21]=[C:22]2[C:17](=[CH:18][CH:19]=1)[NH:16][CH:15]=[C:14]2[CH2:13][CH2:12][N:9]1[CH2:10][CH2:11][CH:6]([C:4]([OH:5])=[O:3])[CH2:7][CH2:8]1. (3) Given the reactants [I:1][C@@H:2]1[C@@H:15]([OH:16])[C@H:14]([OH:17])[C@@H:13]([CH2:18][OH:19])[O:12][C@H:3]1[O:4][Si](CC)(CC)CC.C1COCC1.FC(F)(F)C(O)=O, predict the reaction product. The product is: [I:1][C@H:2]([C@H:15]([C@@H:14]([C@@H:13]([CH2:18][OH:19])[OH:12])[OH:17])[OH:16])[CH:3]=[O:4]. (4) Given the reactants [BH4-].[Na+].[CH3:3][N:4]1[C@@H:9]2[C@@H:10]3[O:12][C@H:11]3[C@H:5]1[CH2:6][C@@H:7]([O:13]C([C@@H](C1C=CC=CC=1)CO)=O)[CH2:8]2.Cl, predict the reaction product. The product is: [CH3:3][N:4]1[CH:9]2[CH2:8][CH:7]([OH:13])[CH2:6][CH:5]1[CH:11]1[CH:10]2[O:12]1.